Task: Predict the product of the given reaction.. Dataset: Forward reaction prediction with 1.9M reactions from USPTO patents (1976-2016) (1) Given the reactants [CH3:1][C:2]([O:5][C:6]([NH:8][C@H:9]([C:24]([OH:26])=[O:25])[CH2:10][CH2:11][CH2:12][NH:13]C(OCC1C=CC=CC=1)=O)=[O:7])([CH3:4])[CH3:3].[H-].[Na+].[CH3:29]I.O, predict the reaction product. The product is: [N:8]([C:6]([O:5][C:2]([CH3:1])([CH3:3])[CH3:4])=[O:7])([CH3:29])[C@H:9]([C:24]([OH:26])=[O:25])[CH2:10][CH2:11][CH2:12][NH2:13]. (2) Given the reactants Cl[C:2]1[C:7]([CH:8]=O)=[C:6]([NH:10][C:11]2[CH:16]=[CH:15][C:14]([O:17][C:18]([F:21])([F:20])[F:19])=[CH:13][CH:12]=2)[N:5]=[CH:4][N:3]=1.C([O-])([O-])=O.[Na+].[Na+].[NH2:28][NH2:29].[CH:30]([OH:34])(CC)[CH3:31], predict the reaction product. The product is: [F:19][C:18]([F:21])([F:20])[O:17][C:14]1[CH:15]=[CH:16][C:11]([NH:10][C:6]2[N:5]=[CH:4][N:3]=[C:2]3[N:28]([CH2:31][CH2:30][OH:34])[N:29]=[CH:8][C:7]=23)=[CH:12][CH:13]=1.[F:19][C:18]([F:21])([F:20])[O:17][C:14]1[CH:15]=[CH:16][C:11]([NH:10][C:6]2[C:7]3[C:2](=[N:28][N:29]([CH2:31][CH2:30][OH:34])[CH:8]=3)[N:3]=[CH:4][N:5]=2)=[CH:12][CH:13]=1.